This data is from Reaction yield outcomes from USPTO patents with 853,638 reactions. The task is: Predict the reaction yield, written as a fraction of the theoretical maximum amount of product (1.0 means a 100% yield; for example, 0.34 means a 34% yield). (1) The reactants are C([O:8][C:9]1[CH:30]=[C:29]([O:31]CC2C=CC=CC=2)[C:28]([CH:39]([CH3:41])[CH3:40])=[CH:27][C:10]=1[C:11]([NH:13][C:14]1[CH:19]=CC(OC)=[C:16]([N:22]([CH3:26])[CH2:23][CH2:24][CH3:25])[CH:15]=1)=O)C1C=CC=CC=1.COC1C=CC(P2(SP(C3C=CC([O:62][CH3:63])=CC=3)(=S)S2)=S)=CC=1.[NH2:64][NH2:65].C1N=CN(C(N2C=NC=C2)=O)C=1.O1[CH2:83][CH2:82][O:81][CH2:80]C1. The catalyst is C1(C)C=CC=CC=1.C(OCC)(=O)C.O. The product is [OH:62][C:63]1[N:13]([C:14]2[CH:19]=[CH:83][C:82]([O:81][CH3:80])=[C:16]([N:22]([CH3:26])[CH2:23][CH2:24][CH3:25])[CH:15]=2)[C:11]([C:10]2[CH:27]=[C:28]([CH:39]([CH3:40])[CH3:41])[C:29]([OH:31])=[CH:30][C:9]=2[OH:8])=[N:64][N:65]=1. The yield is 0.330. (2) The reactants are C[O:2][C:3]1[N:8]=[C:7]([O:9]C)[C:6]([C:11]2[CH:16]=[CH:15][CH:14]=[CH:13][CH:12]=2)=[CH:5][N:4]=1. The catalyst is Cl. The product is [C:11]1([C:6]2[C:7](=[O:9])[NH:8][C:3](=[O:2])[NH:4][CH:5]=2)[CH:12]=[CH:13][CH:14]=[CH:15][CH:16]=1. The yield is 0.800.